This data is from Reaction yield outcomes from USPTO patents with 853,638 reactions. The task is: Predict the reaction yield, written as a fraction of the theoretical maximum amount of product (1.0 means a 100% yield; for example, 0.34 means a 34% yield). (1) The reactants are [CH2:1]([C@@H:8]1[NH:13][CH2:12][CH2:11][N:10]([C:14]2[CH:19]=[CH:18][C:17]([O:20][CH3:21])=[C:16]([O:22][CH:23]3[CH2:27][CH2:26][CH2:25][CH2:24]3)[CH:15]=2)[CH2:9]1)[C:2]1[CH:7]=[CH:6][CH:5]=[CH:4][CH:3]=1.C(N(CC)CC)C.Cl[C:36]([O:38][CH2:39][CH3:40])=[O:37].C([O-])(O)=O.[Na+]. The catalyst is C1COCC1.CCOC(C)=O. The product is [CH2:39]([O:38][C:36]([N:13]1[CH2:12][CH2:11][N:10]([C:14]2[CH:19]=[CH:18][C:17]([O:20][CH3:21])=[C:16]([O:22][CH:23]3[CH2:27][CH2:26][CH2:25][CH2:24]3)[CH:15]=2)[CH2:9][C@@H:8]1[CH2:1][C:2]1[CH:3]=[CH:4][CH:5]=[CH:6][CH:7]=1)=[O:37])[CH3:40]. The yield is 0.340. (2) The reactants are [Cl:1][C:2]1[CH:14]=[C:13]([CH3:15])[C:12]2[C:11]3[C:6](=[CH:7][CH:8]=[CH:9][CH:10]=3)[C:5]([C:17]([F:20])([F:19])[F:18])([OH:16])[C:4]=2[CH:3]=1.[OH2:21].[Mn]([O-])(=O)(=O)=[O:23].[K+]. The catalyst is N1C=CC=CC=1. The product is [Cl:1][C:2]1[CH:14]=[C:13]([C:15]([OH:23])=[O:21])[C:12]2[C:11]3[C:6](=[CH:7][CH:8]=[CH:9][CH:10]=3)[C:5]([OH:16])([C:17]([F:18])([F:19])[F:20])[C:4]=2[CH:3]=1. The yield is 0.760. (3) The reactants are [CH2:1]([C:3]1[C:8](=[O:9])[NH:7][C:6]([CH3:10])=[C:5]([C:11]2[O:15][C:14]([S:16]([Cl:19])(=[O:18])=[O:17])=[CH:13][CH:12]=2)[CH:4]=1)[CH3:2].[N:20]1[CH:25]=[CH:24][CH:23]=[C:22]([CH2:26][CH2:27][NH2:28])[CH:21]=1. No catalyst specified. The product is [ClH:19].[N:20]1[CH:25]=[CH:24][CH:23]=[C:22]([CH2:26][CH2:27][NH:28][S:16]([C:14]2[O:15][C:11]([C:5]3[CH:4]=[C:3]([CH2:1][CH3:2])[C:8](=[O:9])[NH:7][C:6]=3[CH3:10])=[CH:12][CH:13]=2)(=[O:18])=[O:17])[CH:21]=1. The yield is 0.340. (4) The reactants are Cl[C:2]1[C:7]([Cl:8])=[CH:6][N:5]=[C:4]([C:9]2[CH:10]=[N:11][N:12]3[CH:17]=[CH:16][N:15]=[CH:14][C:13]=23)[N:3]=1.[F:18][C:19]1[CH:20]=[CH:21][C:22]([CH2:25][NH2:26])=[N:23][CH:24]=1.C(N(C(C)C)CC)(C)C. The catalyst is O1CCCC1. The product is [Cl:8][C:7]1[C:2]([NH:26][CH2:25][C:22]2[CH:21]=[CH:20][C:19]([F:18])=[CH:24][N:23]=2)=[N:3][C:4]([C:9]2[CH:10]=[N:11][N:12]3[CH:17]=[CH:16][N:15]=[CH:14][C:13]=23)=[N:5][CH:6]=1. The yield is 0.390. (5) The reactants are [N:1]([CH2:4][C:5]1[CH:6]=[C:7]([CH:39]=[CH:40][CH:41]=1)[C:8]([NH:10][C:11]1[CH:16]=[CH:15][C:14]([N:17]2[CH2:22][CH2:21][CH2:20][CH2:19][CH2:18]2)=[CH:13][C:12]=1[C:23]([NH:25]/[N:26]=[CH:27]/[C:28]1[CH:33]=[CH:32][C:31]([Cl:34])=[C:30]([C:35]([F:38])([F:37])[F:36])[CH:29]=1)=[O:24])=[O:9])=[N+:2]=[N-:3].[NH2:42][CH:43]([CH2:47][C:48]#[CH:49])[C:44]([OH:46])=[O:45]. No catalyst specified. The product is [NH2:42][CH:43]([CH2:47][C:48]1[N:3]=[N:2][N:1]([CH2:4][C:5]2[CH:41]=[CH:40][CH:39]=[C:7]([C:8](=[O:9])[NH:10][C:11]3[CH:16]=[CH:15][C:14]([N:17]4[CH2:18][CH2:19][CH2:20][CH2:21][CH2:22]4)=[CH:13][C:12]=3[C:23]([NH:25]/[N:26]=[CH:27]/[C:28]3[CH:33]=[CH:32][C:31]([Cl:34])=[C:30]([C:35]([F:38])([F:36])[F:37])[CH:29]=3)=[O:24])[CH:6]=2)[CH:49]=1)[C:44]([OH:46])=[O:45]. The yield is 0.0500. (6) The reactants are Br[C:2]1(Br)[CH2:8][CH2:7][CH2:6][CH2:5][NH:4][C:3]1=[O:9].[NH:11]1[CH2:16][CH2:15][CH2:14][CH2:13][CH2:12]1. No catalyst specified. The product is [N:11]1([C:2]2[C:3](=[O:9])[NH:4][CH2:5][CH2:6][CH2:7][CH:8]=2)[CH2:16][CH2:15][CH2:14][CH2:13][CH2:12]1. The yield is 0.910. (7) The reactants are [C:1]([O:5][C:6]([N:8]1[CH2:12][CH2:11][CH2:10][C@H:9]1[CH2:13][OH:14])=[O:7])([CH3:4])([CH3:3])[CH3:2].[Cl:15][C:16]1[CH:21]=[C:20]([N+:22]([O-:24])=[O:23])[CH:19]=[CH:18][C:17]=1O. No catalyst specified. The product is [Cl:15][C:16]1[CH:21]=[C:20]([N+:22]([O-:24])=[O:23])[CH:19]=[CH:18][C:17]=1[O:14][CH2:13][C@@H:9]1[CH2:10][CH2:11][CH2:12][N:8]1[C:6]([O:5][C:1]([CH3:4])([CH3:3])[CH3:2])=[O:7]. The yield is 0.810. (8) The reactants are [CH2:1]([O:5][C:6]1[CH:7]=[C:8]2[C:12](=[CH:13][CH:14]=1)[NH:11][N:10]=[C:9]2[CH:15]=[O:16])[CH:2]([CH3:4])[CH3:3].[C:17](=O)([O-])[O-].[K+].[K+].CI.O. The catalyst is C(#N)C. The product is [CH2:1]([O:5][C:6]1[CH:7]=[C:8]2[C:12](=[CH:13][CH:14]=1)[N:11]([CH3:17])[N:10]=[C:9]2[CH:15]=[O:16])[CH:2]([CH3:4])[CH3:3]. The yield is 0.300. (9) The reactants are [CH3:1][O:2][C:3]1[CH:8]=[CH:7][N:6]=[C:5]2[NH:9][CH:10]=[C:11]([CH:12]3[CH2:17][CH2:16][N:15](C(OC(C)(C)C)=O)[CH2:14][CH2:13]3)[C:4]=12.Cl.CCOC(C)=O. The catalyst is C(Cl)Cl. The product is [CH3:1][O:2][C:3]1[CH:8]=[CH:7][N:6]=[C:5]2[NH:9][CH:10]=[C:11]([CH:12]3[CH2:17][CH2:16][NH:15][CH2:14][CH2:13]3)[C:4]=12. The yield is 1.00.